This data is from Forward reaction prediction with 1.9M reactions from USPTO patents (1976-2016). The task is: Predict the product of the given reaction. (1) Given the reactants C[O:2][C:3]([C@@H:5]1[CH2:9][C@@H:8]([S:10]([C:13]2[CH:18]=[CH:17][CH:16]=[CH:15][C:14]=2[C:19]([F:22])([F:21])[F:20])(=[O:12])=[O:11])[CH2:7][N:6]1[C:23]1[N:24]([C:31]2[CH:36]=[CH:35][C:34]([C:37]([F:40])([F:39])[F:38])=[CH:33][CH:32]=2)[N:25]=[C:26]([CH:28]2[CH2:30][CH2:29]2)[CH:27]=1)=[O:4].[OH-].[Li+], predict the reaction product. The product is: [CH:28]1([C:26]2[CH:27]=[C:23]([N:6]3[CH2:7][C@H:8]([S:10]([C:13]4[CH:18]=[CH:17][CH:16]=[CH:15][C:14]=4[C:19]([F:21])([F:22])[F:20])(=[O:12])=[O:11])[CH2:9][C@H:5]3[C:3]([OH:4])=[O:2])[N:24]([C:31]3[CH:36]=[CH:35][C:34]([C:37]([F:40])([F:38])[F:39])=[CH:33][CH:32]=3)[N:25]=2)[CH2:30][CH2:29]1. (2) The product is: [Br:26][C:18]1[CH:17]=[C:16]([C:10]([C:7]2[CH:8]=[CH:9][C:4]([O:3][CH:2]([F:1])[F:14])=[C:5]([CH3:13])[CH:6]=2)([OH:12])[CH3:11])[CH:21]=[C:20]([CH2:22][O:23][CH2:24][CH3:25])[CH:19]=1. Given the reactants [F:1][CH:2]([F:14])[O:3][C:4]1[CH:9]=[CH:8][C:7]([C:10](=[O:12])[CH3:11])=[CH:6][C:5]=1[CH3:13].Br[C:16]1[CH:21]=[C:20]([CH2:22][O:23][CH2:24][CH3:25])[CH:19]=[C:18]([Br:26])[CH:17]=1.C([Li])CCC, predict the reaction product. (3) Given the reactants C([O:5][C:6]([NH:8][C@H:9]1[C@H:14](OS(C)(=O)=O)[CH2:13][CH2:12][N:11]([C:20]([O:22][CH2:23][C:24]2[CH:29]=[CH:28][CH:27]=[CH:26][CH:25]=2)=[O:21])[CH2:10]1)=[O:7])(C)(C)C, predict the reaction product. The product is: [O:7]=[C:6]1[NH:8][C@@H:9]2[CH2:10][N:11]([C:20]([O:22][CH2:23][C:24]3[CH:25]=[CH:26][CH:27]=[CH:28][CH:29]=3)=[O:21])[CH2:12][CH2:13][C@@H:14]2[O:5]1.